Dataset: Full USPTO retrosynthesis dataset with 1.9M reactions from patents (1976-2016). Task: Predict the reactants needed to synthesize the given product. (1) Given the product [C:51]([C:2]1[C:24]([N:26]=[C:25]=[O:27])=[N:23][C:5]2[N:6]([CH2:15][O:16][CH2:17][CH2:18][Si:19]([CH3:22])([CH3:21])[CH3:20])[C:7]3[CH:12]=[N:11][C:10]([C:13]#[N:14])=[CH:9][C:8]=3[C:4]=2[CH:3]=1)([CH3:52])([CH3:73])[CH3:74], predict the reactants needed to synthesize it. The reactants are: Br[C:2]1[CH:24]=[N:23][C:5]2[N:6]([CH2:15][O:16][CH2:17][CH2:18][Si:19]([CH3:22])([CH3:21])[CH3:20])[C:7]3[CH:12]=[N:11][C:10]([C:13]#[N:14])=[CH:9][C:8]=3[C:4]=2[CH:3]=1.[C:25](=O)([O:27]C(C)(C)C)[NH2:26].C(=O)([O-])[O-].[Cs+].[Cs+].C1(P(C2C=CC=CC=2)C2C3OC4[C:52](=CC=CC=4P(C4C=CC=CC=4)C4C=CC=CC=4)[C:51]([CH3:74])([CH3:73])C=3C=CC=2)C=CC=CC=1. (2) Given the product [Br:12][C:4]1[C:5]2[C:10](=[CH:9][CH:8]=[CH:7][CH:6]=2)[C:1]([OH:11])=[N:2][CH:3]=1, predict the reactants needed to synthesize it. The reactants are: [C:1]1([OH:11])[C:10]2[C:5](=[CH:6][CH:7]=[CH:8][CH:9]=2)[CH:4]=[CH:3][N:2]=1.[Br:12]Br.